This data is from Catalyst prediction with 721,799 reactions and 888 catalyst types from USPTO. The task is: Predict which catalyst facilitates the given reaction. (1) Reactant: [Cl:1][C:2]1[CH:3]=[C:4]([S:9]([NH:12][C@@H:13]2[CH2:17][CH2:16][N:15]([CH3:18])[C:14]2=[O:19])(=[O:11])=[O:10])[CH:5]=[N:6][C:7]=1Cl.[NH2:20][NH2:21].C(O)CCCC. Product: [Cl:1][C:2]1[CH:3]=[C:4]([S:9]([NH:12][C@@H:13]2[CH2:17][CH2:16][N:15]([CH3:18])[C:14]2=[O:19])(=[O:11])=[O:10])[CH:5]=[N:6][C:7]=1[NH:20][NH2:21]. The catalyst class is: 14. (2) Reactant: [Cl:1][C:2]1[CH:3]=[C:4]([CH:7]=[CH:8][C:9]=1[N+:10]([O-:12])=[O:11])[CH:5]=O.C1COCC1.[CH3:18][NH2:19]. Product: [Cl:1][C:2]1[CH:3]=[C:4]([CH:7]=[CH:8][C:9]=1[N+:10]([O-:12])=[O:11])[CH:5]=[N:19][CH3:18]. The catalyst class is: 4. (3) Reactant: [F:1][C:2]1[CH:3]=[N:4][CH:5]=[CH:6][C:7]=1[C:8]([OH:10])=O.CN(C(ON1N=NC2C=CC=NC1=2)=[N+](C)C)C.F[P-](F)(F)(F)(F)F.CCN(C(C)C)C(C)C.[Cl:44][C:45]1[CH:50]=[CH:49][C:48]([CH2:51][N:52]2[CH:56]=[CH:55][C:54]([NH2:57])=[N:53]2)=[C:47]([C:58]([F:61])([F:60])[F:59])[CH:46]=1. Product: [Cl:44][C:45]1[CH:50]=[CH:49][C:48]([CH2:51][N:52]2[CH:56]=[CH:55][C:54]([NH:57][C:8]([C:7]3[CH:6]=[CH:5][N:4]=[CH:3][C:2]=3[F:1])=[O:10])=[N:53]2)=[C:47]([C:58]([F:59])([F:61])[F:60])[CH:46]=1. The catalyst class is: 121.